Dataset: Reaction yield outcomes from USPTO patents with 853,638 reactions. Task: Predict the reaction yield, written as a fraction of the theoretical maximum amount of product (1.0 means a 100% yield; for example, 0.34 means a 34% yield). (1) The reactants are [CH2:1]([Sn:5](Cl)([CH2:10][CH2:11][CH2:12][CH3:13])[CH2:6][CH2:7][CH2:8][CH3:9])[CH2:2][CH2:3][CH3:4].[C:15]([C:19]1[CH:24]=[CH:23][C:22]([C:25]#[C:26][C@@H:27]2[N:31]([CH2:32][C:33]3[CH:38]=[CH:37][C:36]([O:39][CH3:40])=[CH:35][C:34]=3[O:41][CH3:42])[C:30](=[O:43])[CH2:29][CH2:28]2)=[CH:21][CH:20]=1)([CH3:18])([CH3:17])[CH3:16]. The catalyst is O1CCCC1.C1CCC(P(C2CCCCC2)C2CCCCC2)CC1.C1CCC(P(C2CCCCC2)C2CCCCC2)CC1.[Cl-].[Cl-].[Pd+2]. The product is [C:15]([C:19]1[CH:24]=[CH:23][C:22](/[C:25](/[Sn:5]([CH2:6][CH2:7][CH2:8][CH3:9])([CH2:10][CH2:11][CH2:12][CH3:13])[CH2:1][CH2:2][CH2:3][CH3:4])=[CH:26]\[C@@H:27]2[N:31]([CH2:32][C:33]3[CH:38]=[CH:37][C:36]([O:39][CH3:40])=[CH:35][C:34]=3[O:41][CH3:42])[C:30](=[O:43])[CH2:29][CH2:28]2)=[CH:21][CH:20]=1)([CH3:18])([CH3:16])[CH3:17]. The yield is 0.960. (2) The reactants are [N+:1]([C:4]1[CH:9]=[CH:8][CH:7]=[CH:6][C:5]=1[S:10](Cl)(=[O:12])=[O:11])([O-:3])=[O:2].[CH:14]([NH2:17])([CH3:16])[CH3:15].CCN(CC)CC. The catalyst is CO. The product is [CH:14]([NH:17][S:10]([C:5]1[CH:6]=[CH:7][CH:8]=[CH:9][C:4]=1[N+:1]([O-:3])=[O:2])(=[O:12])=[O:11])([CH3:16])[CH3:15]. The yield is 0.630. (3) The reactants are [C:1]([Si:5]([C:22]1[CH:27]=[CH:26][CH:25]=[CH:24][CH:23]=1)([C:16]1[CH:21]=[CH:20][CH:19]=[CH:18][CH:17]=1)[O:6][C@@H:7]([CH2:9][C:10]#[C:11][Si](C)(C)C)[CH3:8])([CH3:4])([CH3:3])[CH3:2].C(=O)([O-])[O-].[K+].[K+]. The catalyst is CO. The product is [C:1]([Si:5]([O:6][C@@H:7]([CH2:9][C:10]#[CH:11])[CH3:8])([C:22]1[CH:27]=[CH:26][CH:25]=[CH:24][CH:23]=1)[C:16]1[CH:21]=[CH:20][CH:19]=[CH:18][CH:17]=1)([CH3:2])([CH3:4])[CH3:3]. The yield is 0.700. (4) The reactants are [CH2:1]([O:4][C:5]1[C:6]([CH2:11][OH:12])=[N:7][CH:8]=[CH:9][CH:10]=1)[CH:2]=[CH2:3].CC(OI1(OC(C)=O)(OC(C)=O)OC(=O)C2C=CC=CC1=2)=O.C([O-])(O)=O.[Na+].S([O-])([O-])(=O)=S.[Na+].[Na+]. The catalyst is C(Cl)Cl. The product is [CH2:1]([O:4][C:5]1[C:6]([CH:11]=[O:12])=[N:7][CH:8]=[CH:9][CH:10]=1)[CH:2]=[CH2:3]. The yield is 0.980. (5) The reactants are [N+:1]([C:4]1[CH:5]=[C:6]2[C:10](=[CH:11][CH:12]=1)[NH:9][C:8]([CH:13]([CH3:16])[CH2:14][OH:15])=[CH:7]2)([O-])=O.O.O.[Sn](Cl)(Cl)(Cl)Cl. The catalyst is C(O)C.C(OCC)(=O)C.O.C([O-])(O)=O.[Na+]. The product is [NH2:1][C:4]1[CH:5]=[C:6]2[C:10](=[CH:11][CH:12]=1)[NH:9][C:8]([CH:13]([CH3:16])[CH2:14][OH:15])=[CH:7]2. The yield is 0.820. (6) The reactants are Br[C:2]1[CH:3]=[CH:4][C:5]2[C:11]3[N:12]=[C:13]([N:15]4[C:19]([CH3:21])([CH3:20])[CH2:18][O:17][C:16]4=[O:22])[S:14][C:10]=3[CH2:9][CH2:8][O:7][C:6]=2[CH:23]=1.[CH3:24][C:25]([OH:42])([CH3:41])[CH2:26][N:27]1[CH:31]=[C:30](B2OC(C)(C)C(C)(C)O2)[CH:29]=[N:28]1. No catalyst specified. The product is [OH:42][C:25]([CH3:41])([CH3:24])[CH2:26][N:27]1[CH:31]=[C:30]([C:2]2[CH:3]=[CH:4][C:5]3[C:11]4[N:12]=[C:13]([N:15]5[C:19]([CH3:20])([CH3:21])[CH2:18][O:17][C:16]5=[O:22])[S:14][C:10]=4[CH2:9][CH2:8][O:7][C:6]=3[CH:23]=2)[CH:29]=[N:28]1. The yield is 0.220. (7) The reactants are FC(F)(F)C([O:5][CH2:6][C:7]1[CH:12]=[CH:11][CH:10]=[C:9]([O:13][C:14]2[CH:19]=[CH:18][C:17]([C:20]([F:23])([F:22])[F:21])=[C:16](Cl)[N:15]=2)[CH:8]=1)=O.[CH3:27]B(O)O.C(=O)([O-])[O-].[K+].[K+]. The catalyst is O1CCOCC1.C(OCC)(=O)C.[Pd].C1(P(C2C=CC=CC=2)C2C=CC=CC=2)C=CC=CC=1.C1(P(C2C=CC=CC=2)C2C=CC=CC=2)C=CC=CC=1.C1(P(C2C=CC=CC=2)C2C=CC=CC=2)C=CC=CC=1.C1(P(C2C=CC=CC=2)C2C=CC=CC=2)C=CC=CC=1. The product is [CH3:27][C:16]1[N:15]=[C:14]([O:13][C:9]2[CH:8]=[C:7]([CH2:6][OH:5])[CH:12]=[CH:11][CH:10]=2)[CH:19]=[CH:18][C:17]=1[C:20]([F:21])([F:22])[F:23]. The yield is 0.700. (8) The reactants are [CH:1]1[CH:2]=[CH:3][C:4]2[C:5](=[CH:7][CH:8]=[CH:9][C:10]=2[OH:11])[CH:6]=1.[Br:12]N1C(=O)CCC1=O. The catalyst is CC#N. The product is [Br:12][C:7]1[C:5]2[C:4](=[CH:3][CH:2]=[CH:1][CH:6]=2)[C:10]([OH:11])=[CH:9][CH:8]=1. The yield is 0.640.